From a dataset of Forward reaction prediction with 1.9M reactions from USPTO patents (1976-2016). Predict the product of the given reaction. (1) Given the reactants [C:1]([C:5]([NH:7][CH2:8][C:9]1[CH:10]=[CH:11][C:12]([Cl:18])=[C:13]([CH:17]=1)[C:14]([OH:16])=O)=[O:6])([CH3:4])([CH3:3])[CH3:2].[NH2:19][C:20]1[CH:21]=[CH:22][C:23]([CH3:36])=[C:24]([CH:35]=1)[C:25]([NH:27][C:28]1[CH:33]=[CH:32][C:31]([Br:34])=[CH:30][CH:29]=1)=[O:26].CN(C(ON1N=NC2C=CC=NC1=2)=[N+](C)C)C.F[P-](F)(F)(F)(F)F, predict the reaction product. The product is: [CH3:36][C:23]1[CH:22]=[CH:21][C:20]([NH:19][C:14](=[O:16])[C:13]2[CH:17]=[C:9]([CH2:8][NH:7][C:5]([C:1]([CH3:2])([CH3:3])[CH3:4])=[O:6])[CH:10]=[CH:11][C:12]=2[Cl:18])=[CH:35][C:24]=1[C:25]([NH:27][C:28]1[CH:33]=[CH:32][C:31]([Br:34])=[CH:30][CH:29]=1)=[O:26]. (2) Given the reactants [OH:1][C:2]1[CH:7]=[CH:6][C:5]([CH2:8][C:9]([NH:11][C@H:12]2[CH2:17][CH2:16][C@@H:15]([CH2:18][CH:19]=[C:20]([CH3:22])[CH3:21])[CH2:14][CH2:13]2)=[O:10])=[CH:4][C:3]=1[O:23][CH3:24], predict the reaction product. The product is: [OH:1][C:2]1[CH:7]=[CH:6][C:5]([CH2:8][C:9]([NH:11][C@H:12]2[CH2:17][CH2:16][C@@H:15]([CH2:18][CH2:19][CH:20]([CH3:21])[CH3:22])[CH2:14][CH2:13]2)=[O:10])=[CH:4][C:3]=1[O:23][CH3:24]. (3) Given the reactants [CH3:1][O:2][CH2:3][C:4]1[CH:9]=[C:8]([C:10]2[O:14][N:13]=[C:12]([C:15]3[CH:20]=[CH:19][C:18]([CH2:21][OH:22])=[CH:17][C:16]=3[CH3:23])[N:11]=2)[CH:7]=[CH:6][C:5]=1[C:24]1[CH:29]=[CH:28][CH:27]=[CH:26][C:25]=1[CH3:30], predict the reaction product. The product is: [CH3:1][O:2][CH2:3][C:4]1[CH:9]=[C:8]([C:10]2[O:14][N:13]=[C:12]([C:15]3[CH:20]=[CH:19][C:18]([CH:21]=[O:22])=[CH:17][C:16]=3[CH3:23])[N:11]=2)[CH:7]=[CH:6][C:5]=1[C:24]1[CH:29]=[CH:28][CH:27]=[CH:26][C:25]=1[CH3:30].